The task is: Predict the reactants needed to synthesize the given product.. This data is from Retrosynthesis with 50K atom-mapped reactions and 10 reaction types from USPTO. (1) Given the product CCCOC1CCN(C[C@@H](C)Cn2c(=O)ccc3ccccc32)CC1, predict the reactants needed to synthesize it. The reactants are: CCCOC1CCNCC1.C[C@H](CI)Cn1c(=O)ccc2ccccc21. (2) Given the product COc1ccccc1-c1cc2cc(C3=CCN(C(=O)OC(C)(C)C)CC3(C)C)ccc2[nH]1, predict the reactants needed to synthesize it. The reactants are: CC(C)(C)OC(=O)N1CC=C(OS(=O)(=O)C(F)(F)F)C(C)(C)C1.COc1ccccc1-c1cc2cc(B3OC(C)(C)C(C)(C)O3)ccc2[nH]1. (3) Given the product C[C@](C(=O)O[C@H]1C[N+]2(CC(=O)Nc3ccon3)CCC1CC2)(c1ccccc1)N1CCCCC1, predict the reactants needed to synthesize it. The reactants are: C[C@](C(=O)O[C@H]1CN2CCC1CC2)(c1ccccc1)N1CCCCC1.O=C(CBr)Nc1ccon1.